From a dataset of Catalyst prediction with 721,799 reactions and 888 catalyst types from USPTO. Predict which catalyst facilitates the given reaction. (1) Reactant: [C:1](=O)([O-])[O-].[K+].[K+].CI.[CH:9]1([N:12]([CH2:28][C:29]2[CH:34]=[C:33]([O:35][CH2:36][CH2:37][CH2:38][O:39][CH3:40])[CH:32]=[C:31]([OH:41])[CH:30]=2)[C:13]([C@@H:15]2[O:20][CH2:19][CH2:18][N:17]([C:21]([O:23][C:24]([CH3:27])([CH3:26])[CH3:25])=[O:22])[CH2:16]2)=[O:14])[CH2:11][CH2:10]1.O. Product: [CH:9]1([N:12]([CH2:28][C:29]2[CH:34]=[C:33]([O:35][CH2:36][CH2:37][CH2:38][O:39][CH3:40])[CH:32]=[C:31]([O:41][CH3:1])[CH:30]=2)[C:13]([C@@H:15]2[O:20][CH2:19][CH2:18][N:17]([C:21]([O:23][C:24]([CH3:27])([CH3:26])[CH3:25])=[O:22])[CH2:16]2)=[O:14])[CH2:10][CH2:11]1. The catalyst class is: 9. (2) Reactant: [NH2:1][C:2]1[C:9]([CH3:10])=[CH:8][C:5]([C:6]#[N:7])=[C:4]([C:11]([F:14])([F:13])[F:12])[CH:3]=1.C(N(CC)CC)C.[C:22]([O:25][CH2:26][C:27](Cl)=[O:28])(=[O:24])[CH3:23]. Product: [C:22]([O:25][CH2:26][C:27]([NH:1][C:2]1[CH:3]=[C:4]([C:11]([F:12])([F:13])[F:14])[C:5]([C:6]#[N:7])=[CH:8][C:9]=1[CH3:10])=[O:28])(=[O:24])[CH3:23]. The catalyst class is: 46. (3) Reactant: [C:1]([C:3]1[CH:8]=[C:7]([CH3:9])[C:6]([CH2:10][CH2:11][C:12]([OH:14])=[O:13])=[C:5]([CH2:15][CH3:16])[CH:4]=1)#[N:2].CCN(CC)CC.Cl.[NH2:25][OH:26]. Product: [CH2:15]([C:5]1[CH:4]=[C:3]([C:1](=[NH:2])[NH:25][OH:26])[CH:8]=[C:7]([CH3:9])[C:6]=1[CH2:10][CH2:11][C:12]([OH:14])=[O:13])[CH3:16]. The catalyst class is: 14. (4) Reactant: [CH3:1][O:2][C:3]1[CH:8]=[CH:7][CH:6]=[CH:5][C:4]=1[N:9]1[CH2:14][CH2:13][N:12]([CH2:15][CH2:16][CH2:17][CH2:18][N:19]2[C:23](=[O:24])[CH2:22][NH:21][C:20]2=[O:25])[CH2:11][CH2:10]1.[H-].[Na+].[F:28][CH2:29][CH2:30]OS(C1C=CC(C)=CC=1)(=O)=O. Product: [F:28][CH2:29][CH2:30][N:21]1[CH2:22][C:23](=[O:24])[N:19]([CH2:18][CH2:17][CH2:16][CH2:15][N:12]2[CH2:11][CH2:10][N:9]([C:4]3[CH:5]=[CH:6][CH:7]=[CH:8][C:3]=3[O:2][CH3:1])[CH2:14][CH2:13]2)[C:20]1=[O:25]. The catalyst class is: 9.